Dataset: Catalyst prediction with 721,799 reactions and 888 catalyst types from USPTO. Task: Predict which catalyst facilitates the given reaction. (1) Reactant: [CH:1]1([NH:7][C:8]2[C:13]([C:14]3[CH2:18][C:17]4([CH2:23][CH2:22][CH:21]([C:24]#[N:25])[CH2:20][CH2:19]4)[O:16][N:15]=3)=[CH:12][N:11]=[C:10]3[N:26]([CH2:30][CH3:31])[N:27]=[C:28](C)[C:9]=23)[CH2:6][CH2:5][CH2:4][CH2:3][CH2:2]1.[N-:32]=[N+:33]=[N-:34].[Na+].Cl.C(N(CC)CC)C. Product: [CH:1]1([NH:7][C:8]2[C:9]3[CH:28]=[N:27][N:26]([CH2:30][CH3:31])[C:10]=3[N:11]=[CH:12][C:13]=2[C:14]2[CH2:18][C:17]3([CH2:23][CH2:22][CH:21]([C:24]4[NH:34][N:33]=[N:32][N:25]=4)[CH2:20][CH2:19]3)[O:16][N:15]=2)[CH2:2][CH2:3][CH2:4][CH2:5][CH2:6]1. The catalyst class is: 11. (2) Reactant: Cl.[NH:2]1[CH2:7][CH2:6][CH2:5][CH2:4][C@@H:3]1[CH2:8][OH:9].[H-].[Na+].Cl[C:13]1[C:21]2[C:20]3[CH:22]=[C:23]([C:26]#[N:27])[N:24]=[CH:25][C:19]=3[N:18]([CH2:28][O:29][CH2:30][CH2:31][Si:32]([CH3:35])([CH3:34])[CH3:33])[C:17]=2[N:16]=[CH:15][CH:14]=1. Product: [NH:2]1[CH2:7][CH2:6][CH2:5][CH2:4][C@@H:3]1[CH2:8][O:9][C:13]1[C:21]2[C:20]3[CH:22]=[C:23]([C:26]#[N:27])[N:24]=[CH:25][C:19]=3[N:18]([CH2:28][O:29][CH2:30][CH2:31][Si:32]([CH3:35])([CH3:34])[CH3:33])[C:17]=2[N:16]=[CH:15][CH:14]=1. The catalyst class is: 253. (3) Reactant: Cl[C:2]1[C:11]2[C:6](=[CH:7][C:8]([S:12]([N:15]([CH2:21][C:22]3[CH:27]=[CH:26][C:25]([O:28][CH3:29])=[CH:24][CH:23]=3)[C:16]3[S:17][CH:18]=[CH:19][N:20]=3)(=[O:14])=[O:13])=[CH:9][CH:10]=2)[CH:5]=[CH:4][N:3]=1.[OH:30][C:31]1[CH:36]=[C:35]([C:37]([F:40])([F:39])[F:38])[CH:34]=[CH:33][C:32]=1B(O)O.C(=O)([O-])[O-].[K+].[K+].O1CCOCC1. Product: [OH:30][C:31]1[CH:36]=[C:35]([C:37]([F:38])([F:39])[F:40])[CH:34]=[CH:33][C:32]=1[C:2]1[C:11]2[C:6](=[CH:7][C:8]([S:12]([N:15]([CH2:21][C:22]3[CH:27]=[CH:26][C:25]([O:28][CH3:29])=[CH:24][CH:23]=3)[C:16]3[S:17][CH:18]=[CH:19][N:20]=3)(=[O:14])=[O:13])=[CH:9][CH:10]=2)[CH:5]=[CH:4][N:3]=1. The catalyst class is: 103. (4) Product: [CH3:1][O:2][C:3](=[O:23])[CH2:4][C:5]1[C:14]([CH3:15])=[C:13]([CH:16]2[CH2:17][CH2:18][N:19]([C:33](=[O:34])[NH:32][C:26]3[CH:27]=[CH:28][C:29]([Cl:31])=[CH:30][C:25]=3[Cl:24])[CH2:20][CH2:21]2)[C:12]2[C:7](=[CH:8][CH:9]=[C:10]([F:22])[CH:11]=2)[CH:6]=1. The catalyst class is: 24. Reactant: [CH3:1][O:2][C:3](=[O:23])[CH2:4][C:5]1[C:14]([CH3:15])=[C:13]([CH:16]2[CH2:21][CH2:20][NH:19][CH2:18][CH2:17]2)[C:12]2[C:7](=[CH:8][CH:9]=[C:10]([F:22])[CH:11]=2)[CH:6]=1.[Cl:24][C:25]1[CH:30]=[C:29]([Cl:31])[CH:28]=[CH:27][C:26]=1[N:32]=[C:33]=[O:34]. (5) Reactant: [NH:1]1[CH:5]=[CH:4][CH:3]=[C:2]1[CH:6]=[O:7].[H-].[Na+].Cl[CH2:11][O:12][CH2:13][CH2:14][Si:15]([CH3:18])([CH3:17])[CH3:16].O. Product: [CH3:16][Si:15]([CH3:18])([CH3:17])[CH2:14][CH2:13][O:12][CH2:11][N:1]1[CH:5]=[CH:4][CH:3]=[C:2]1[CH:6]=[O:7]. The catalyst class is: 3. (6) Product: [CH2:30]([N:37]1[CH2:42][CH:41]2[CH:39]([CH:44]2[NH:46][CH2:12][CH2:11][CH:10]([C:4]2[CH:5]=[C:6]([CH3:9])[CH:7]=[CH:8][C:3]=2[O:2][CH3:1])[C:24]2[CH:25]=[CH:26][CH:27]=[CH:28][CH:29]=2)[CH2:38]1)[C:31]1[CH:36]=[CH:35][CH:34]=[CH:33][CH:32]=1. The catalyst class is: 10. Reactant: [CH3:1][O:2][C:3]1[CH:8]=[CH:7][C:6]([CH3:9])=[CH:5][C:4]=1[CH:10]([C:24]1[CH:29]=[CH:28][CH:27]=[CH:26][CH:25]=1)[CH2:11][CH2:12]OS(C1C=CC(C)=CC=1)(=O)=O.[CH2:30]([N:37]1[CH2:42][CH:41]2[CH:39](N2N)[CH2:38]1)[C:31]1[CH:36]=[CH:35][CH:34]=[CH:33][CH:32]=1.[CH2:44]([N:46](CC)CC)C. (7) Reactant: [Cl:1][C:2]1[CH:3]=[C:4]([CH:7]=[CH:8][C:9]=1[CH3:10])[C:5]#[N:6].C1C(=O)N([Br:18])C(=O)C1. Product: [Br:18][CH2:10][C:9]1[CH:8]=[CH:7][C:4]([C:5]#[N:6])=[CH:3][C:2]=1[Cl:1]. The catalyst class is: 340.